The task is: Predict the reactants needed to synthesize the given product.. This data is from Full USPTO retrosynthesis dataset with 1.9M reactions from patents (1976-2016). (1) Given the product [OH:39][C:30]1[CH:31]=[C:32]([OH:38])[C:33]([CH:35]([CH3:37])[CH3:36])=[CH:34][C:29]=1[C:26]1[N:25]([C:40]2[CH:41]=[C:42]3[C:46](=[CH:47][CH:48]=2)[N:45]([CH2:49][CH2:50][NH:52][C:57]([NH:9][C:3]2[C:2]([F:1])=[CH:7][NH:6][C:5](=[O:8])[N:4]=2)=[O:12])[CH:44]=[CH:43]3)[C:24]([OH:23])=[N:28][N:27]=1, predict the reactants needed to synthesize it. The reactants are: [F:1][C:2]1[C:3]([NH2:9])=[N:4][C:5](=[O:8])[NH:6][CH:7]=1.ClC(OC1C=CC([N+]([O-])=O)=CC=1)=[O:12].[OH:23][C:24]1[N:25]([C:40]2[CH:41]=[C:42]3[C:46](=[CH:47][CH:48]=2)[N:45]([CH2:49][CH2:50]O)[CH:44]=[CH:43]3)[C:26]([C:29]2[CH:34]=[C:33]([CH:35]([CH3:37])[CH3:36])[C:32]([OH:38])=[CH:31][C:30]=2[OH:39])=[N:27][N:28]=1.[N:52]1[CH:57]=CC=CC=1. (2) Given the product [Cl:16][C:17]1[CH:22]=[CH:21][C:20]([CH:23]2[O:32][C:26](=[O:27])[C:25]([O:28][CH3:29])=[C:24]2[O:30][CH3:31])=[CH:19][CH:18]=1, predict the reactants needed to synthesize it. The reactants are: O1C=CC=C1C1OC(=O)C(OC)=C1OC.[Cl:16][C:17]1[CH:22]=[CH:21][C:20]([C:23]2([OH:32])[C:26](=[O:27])[C:25]([O:28][CH3:29])=[C:24]2[O:30][CH3:31])=[CH:19][CH:18]=1. (3) Given the product [CH3:12][N:5]1[CH2:4][C:3]2[C:7](=[CH:8][CH:9]=[CH:10][C:2]=2[NH:1][C:29]([C:27]2[N:26]([CH2:32][CH3:33])[N:25]=[C:24]([C:21]([CH3:20])([CH3:23])[CH3:22])[CH:28]=2)=[O:30])[C:6]1=[O:11], predict the reactants needed to synthesize it. The reactants are: [NH2:1][C:2]1[CH:10]=[CH:9][CH:8]=[C:7]2[C:3]=1[CH2:4][N:5]([CH3:12])[C:6]2=[O:11].C(N(CC)CC)C.[CH3:20][C:21]([C:24]1[CH:28]=[C:27]([C:29](Cl)=[O:30])[N:26]([CH2:32][CH3:33])[N:25]=1)([CH3:23])[CH3:22].C(OCC)(=O)C. (4) Given the product [F:1][C:2]1[CH:3]=[C:4]([CH:33]=[CH:34][CH:35]=1)[CH2:5][N:6]1[C:14]2[C:9](=[CH:10][C:11]([NH:15][C:16]3[C:25]4[C:20](=[CH:21][CH:22]=[CH:23][C:24]=4[O:26][C@H:27]([CH3:32])[C:28]([NH2:36])=[O:30])[N:19]=[CH:18][N:17]=3)=[CH:12][CH:13]=2)[CH:8]=[N:7]1, predict the reactants needed to synthesize it. The reactants are: [F:1][C:2]1[CH:3]=[C:4]([CH:33]=[CH:34][CH:35]=1)[CH2:5][N:6]1[C:14]2[C:9](=[CH:10][C:11]([NH:15][C:16]3[C:25]4[C:20](=[CH:21][CH:22]=[CH:23][C:24]=4[O:26][C@H:27]([CH3:32])[C:28]([O:30]C)=O)[N:19]=[CH:18][N:17]=3)=[CH:12][CH:13]=2)[CH:8]=[N:7]1.[NH3:36]. (5) Given the product [N:1]1([CH2:6][CH:7]([C:9]2[S:10][CH:11]=[CH:12][CH:13]=2)[OH:8])[CH:5]=[CH:4][N:3]=[CH:2]1, predict the reactants needed to synthesize it. The reactants are: [N:1]1([CH2:6][C:7]([C:9]2[S:10][CH:11]=[CH:12][CH:13]=2)=[O:8])[CH:5]=[CH:4][N:3]=[CH:2]1.[BH4-].[Na+].C(OCC)C.